From a dataset of Catalyst prediction with 721,799 reactions and 888 catalyst types from USPTO. Predict which catalyst facilitates the given reaction. Reactant: [CH2:1]([N:8]1[CH2:23][CH2:22][N:11]2[C:12](=[O:21])[C:13]3[CH:14]=[CH:15][C:16](Br)=[CH:17][C:18]=3[CH2:19][C@@H:10]2[CH2:9]1)[C:2]1[CH:7]=[CH:6][CH:5]=[CH:4][CH:3]=1.[CH2:24](N1CCN2C(=O)C3C(Br)=CC=CC=3C[C@@H]2C1)[C:25]1C=CC=C[CH:26]=1.C(B(O)O)(C)=C.C([O-])([O-])=O.[K+].[K+]. Product: [CH2:1]([N:8]1[CH2:23][CH2:22][N:11]2[C:12](=[O:21])[C:13]3[CH:14]=[CH:15][C:16]([C:25]([CH3:26])=[CH2:24])=[CH:17][C:18]=3[CH2:19][C@@H:10]2[CH2:9]1)[C:2]1[CH:7]=[CH:6][CH:5]=[CH:4][CH:3]=1. The catalyst class is: 108.